Dataset: Forward reaction prediction with 1.9M reactions from USPTO patents (1976-2016). Task: Predict the product of the given reaction. (1) Given the reactants [CH2:1]([NH:3][CH3:4])[CH3:2].ClC(Cl)(O[C:9](=[O:15])OC(Cl)(Cl)Cl)Cl.[CH3:17][N:18]1[C:26](=[O:27])[NH:25][C:24]2[C:19]1=[N:20][C:21]([C:28]1[CH:33]=[CH:32][CH:31]=[CH:30][CH:29]=1)=[N:22][CH:23]=2.N12CCN(CC1)CC2, predict the reaction product. The product is: [CH2:1]([N:3]([CH3:4])[C:9]([N:25]1[C:24]2[C:19](=[N:20][C:21]([C:28]3[CH:29]=[CH:30][CH:31]=[CH:32][CH:33]=3)=[N:22][CH:23]=2)[N:18]([CH3:17])[C:26]1=[O:27])=[O:15])[CH3:2]. (2) Given the reactants [CH3:1][C:2]1[NH:3][C:4]([C:15]([O:17][CH2:18][CH3:19])=[O:16])=[C:5]([CH3:14])[C:6]=1[CH2:7][CH2:8][C:9]([O:11]CC)=[O:10].[OH-].[K+], predict the reaction product. The product is: [CH2:18]([O:17][C:15]([C:4]1[NH:3][C:2]([CH3:1])=[C:6]([CH2:7][CH2:8][C:9]([OH:11])=[O:10])[C:5]=1[CH3:14])=[O:16])[CH3:19].